Dataset: Full USPTO retrosynthesis dataset with 1.9M reactions from patents (1976-2016). Task: Predict the reactants needed to synthesize the given product. (1) Given the product [O:4]1[C:12]2[CH:11]=[CH:10][N:9]=[C:8]([N:13]3[CH2:18][CH2:17][N:16]([CH2:19][CH2:20][C@H:21]4[CH2:26][CH2:25][C@H:24]([NH:27][C:33]([C:29]5([OH:28])[CH2:32][CH2:31][CH2:30]5)=[O:34])[CH2:23][CH2:22]4)[CH2:15][CH2:14]3)[C:7]=2[CH2:6][CH2:5]1, predict the reactants needed to synthesize it. The reactants are: Cl.Cl.Cl.[O:4]1[C:12]2[CH:11]=[CH:10][N:9]=[C:8]([N:13]3[CH2:18][CH2:17][N:16]([CH2:19][CH2:20][C@H:21]4[CH2:26][CH2:25][C@H:24]([NH2:27])[CH2:23][CH2:22]4)[CH2:15][CH2:14]3)[C:7]=2[CH2:6][CH2:5]1.[OH:28][C:29]1([C:33](O)=[O:34])[CH2:32][CH2:31][CH2:30]1. (2) Given the product [NH2:11][C:10]1[N:9]=[C:8]2[N:12]([CH2:13][CH2:14][O:15][CH3:16])[CH:18]=[CH:17][C:7]2=[N:6][C:5]=1[C:3]([OH:2])=[O:4], predict the reactants needed to synthesize it. The reactants are: C[O:2][C:3]([C:5]1[C:10]([NH2:11])=[N:9][C:8]([NH:12][CH2:13][CH2:14][O:15][CH3:16])=[C:7]([C:17]#[C:18][Si](C)(C)C)[N:6]=1)=[O:4].CC([O-])(C)C.[K+].[NH4+].[Cl-]. (3) Given the product [CH2:7]([O:8][N:9]1[C:15](=[O:16])[N:14]2[CH2:17][C@H:10]1[CH2:11][CH2:12][C@H:13]2[C:18]([NH:34][C@H:35]1[CH2:39][CH2:38][N:37]([C:40]([O:42][C:43]([CH3:46])([CH3:45])[CH3:44])=[O:41])[CH2:36]1)=[O:20])[C:1]1[CH:2]=[CH:3][CH:4]=[CH:5][CH:6]=1, predict the reactants needed to synthesize it. The reactants are: [C:1]1([CH2:7][O:8][N:9]2[C:15](=[O:16])[N:14]3[CH2:17][C@H:10]2[CH2:11][CH2:12][C@H:13]3[C:18]([OH:20])=O)[CH:6]=[CH:5][CH:4]=[CH:3][CH:2]=1.CN(C1C=CC=CN=1)C.C(Cl)CCl.[NH2:34][C@H:35]1[CH2:39][CH2:38][N:37]([C:40]([O:42][C:43]([CH3:46])([CH3:45])[CH3:44])=[O:41])[CH2:36]1. (4) Given the product [CH:69]1[C:70]2[C:75](=[CH:74][CH:73]=[CH:72][CH:71]=2)[CH:76]=[CH:77][C:68]=1[C:67]1[C:61]2[O:60][CH:59]([CH2:58][NH2:55])[CH2:63][C:62]=2[CH:64]=[CH:65][CH:66]=1, predict the reactants needed to synthesize it. The reactants are: CC1C=CC(S(OCC2CC3C=CC=C(C4C=CC5C(=CC=CC=5)C=4)C=3O2)(=O)=O)=CC=1.[N-]=[N+]=[N-].[Na+].N(CC1CC2C=C(Cl)C=C(C3C=CSC=3)C=2O1)=[N+]=[N-].[N:55]([CH2:58][CH:59]1[CH2:63][C:62]2[CH:64]=[CH:65][CH:66]=[C:67]([C:68]3[CH:77]=[CH:76][C:75]4[C:70](=[CH:71][CH:72]=[CH:73][CH:74]=4)[CH:69]=3)[C:61]=2[O:60]1)=[N+]=[N-].[N-]=[N+]=[N-].